Predict the product of the given reaction. From a dataset of Forward reaction prediction with 1.9M reactions from USPTO patents (1976-2016). (1) Given the reactants [CH2:1]([O:8][C:9]([N:11]1[CH2:15][CH:14]([OH:16])[CH2:13][N:12]1[C:17](=[O:26])[CH2:18][C:19]1[CH:24]=[CH:23][C:22]([F:25])=[CH:21][CH:20]=1)=[O:10])[C:2]1[CH:7]=[CH:6][CH:5]=[CH:4][CH:3]=1.Cl[C:28]([O:30][C:31]1[CH:36]=[CH:35][C:34]([N+:37]([O-:39])=[O:38])=[CH:33][CH:32]=1)=[O:29].N1C=CC=CC=1, predict the reaction product. The product is: [CH2:1]([O:8][C:9]([N:11]1[CH2:15][CH:14]([O:16][C:28]([O:30][C:31]2[CH:32]=[CH:33][C:34]([N+:37]([O-:39])=[O:38])=[CH:35][CH:36]=2)=[O:29])[CH2:13][N:12]1[C:17](=[O:26])[CH2:18][C:19]1[CH:24]=[CH:23][C:22]([F:25])=[CH:21][CH:20]=1)=[O:10])[C:2]1[CH:7]=[CH:6][CH:5]=[CH:4][CH:3]=1. (2) Given the reactants [Cl:1][C:2]1[C:11]2[C:6](=[CH:7][CH:8]=[C:9](C(C3C(C)=NC(C)=CC=3)O)[CH:10]=2)[N:5]=[C:4]([O:22][CH3:23])[C:3]=1[CH2:24][C:25]1[CH:30]=[CH:29][C:28]([C:31]([F:34])([F:33])[F:32])=[CH:27][CH:26]=1.[CH3:35][C:36]1[S:37][C:38]([C:42]([C:44]2[N:48]([CH3:49])[N:47]=[N:46][CH:45]=2)=[O:43])=[C:39]([CH3:41])[N:40]=1, predict the reaction product. The product is: [Cl:1][C:2]1[C:11]2[C:6](=[CH:7][CH:8]=[C:9]([C:42]([C:38]3[S:37][C:36]([CH3:35])=[N:40][C:39]=3[CH3:41])([C:44]3[N:48]([CH3:49])[N:47]=[N:46][CH:45]=3)[OH:43])[CH:10]=2)[N:5]=[C:4]([O:22][CH3:23])[C:3]=1[CH2:24][C:25]1[CH:30]=[CH:29][C:28]([C:31]([F:34])([F:32])[F:33])=[CH:27][CH:26]=1. (3) Given the reactants C[C:2]1[C:12](=[O:13])[C:11]2[CH:10]=[CH:9][CH:8]=[CH:7][C:6]=2[C:4](=[O:5])[CH:3]=1.[CH:14]([C:17]1[CH:22]=[CH:21][C:20]([CH2:23][C:24](O)=O)=[CH:19][CH:18]=1)([CH3:16])[CH3:15], predict the reaction product. The product is: [CH3:2][C:3]1[C:4](=[O:5])[CH:6]2[CH:11]([C:12](=[O:13])[C:24]=1[CH2:23][C:20]1[CH:19]=[CH:18][C:17]([CH:14]([CH3:15])[CH3:16])=[CH:22][CH:21]=1)[CH:10]=[CH:9][CH:8]=[CH:7]2. (4) Given the reactants Cl[C:2]1[N:3]=[N:4][C:5]([C:8]2[CH:13]=[CH:12][C:11]([O:14][C:15]([F:18])([F:17])[F:16])=[CH:10][CH:9]=2)=[CH:6][CH:7]=1.[NH2:19][C:20]1[CH:25]=[CH:24][C:23](B(O)O)=[CH:22][CH:21]=1.C([O-])([O-])=O.[K+].[K+], predict the reaction product. The product is: [F:16][C:15]([F:18])([F:17])[O:14][C:11]1[CH:12]=[CH:13][C:8]([C:5]2[N:4]=[N:3][C:2]([C:23]3[CH:24]=[CH:25][C:20]([NH2:19])=[CH:21][CH:22]=3)=[CH:7][CH:6]=2)=[CH:9][CH:10]=1. (5) Given the reactants [N:1]1[CH:6]=[CH:5][CH:4]=[C:3]([CH2:7]O)[CH:2]=1.[BrH:9], predict the reaction product. The product is: [BrH:9].[Br:9][CH2:7][C:3]1[CH:2]=[N:1][CH:6]=[CH:5][CH:4]=1. (6) Given the reactants [F:1][C:2]1[CH:3]=[C:4]([CH2:10][OH:11])[CH:5]=[C:6]([F:9])[C:7]=1[F:8].Cl[C:13]1[CH:14]=[C:15]2[N:22](C(OC(C)(C)C)=O)[C@@H:21]([CH3:30])[CH2:20][N:16]2[C:17](=[O:19])[N:18]=1, predict the reaction product. The product is: [CH3:30][C@H:21]1[CH2:20][N:16]2[C:17](=[O:19])[N:18]=[C:13]([O:11][CH2:10][C:4]3[CH:3]=[C:2]([F:1])[C:7]([F:8])=[C:6]([F:9])[CH:5]=3)[CH:14]=[C:15]2[NH:22]1. (7) Given the reactants C[O:2][C:3]([C:5]1[CH:6]=[C:7]2[C:12](=[CH:13][CH:14]=1)[CH2:11][N:10]([CH2:15][C:16]1[CH:21]=[CH:20][C:19]([C:22]([F:25])([F:24])[F:23])=[CH:18][CH:17]=1)[CH2:9][CH2:8]2)=[O:4].[OH-].[K+:27], predict the reaction product. The product is: [F:24][C:22]([F:23])([F:25])[C:19]1[CH:18]=[CH:17][C:16]([CH2:15][N:10]2[CH2:9][CH2:8][C:7]3[C:12](=[CH:13][CH:14]=[C:5]([C:3]([O-:4])=[O:2])[CH:6]=3)[CH2:11]2)=[CH:21][CH:20]=1.[K+:27].